From a dataset of Reaction yield outcomes from USPTO patents with 853,638 reactions. Predict the reaction yield, written as a fraction of the theoretical maximum amount of product (1.0 means a 100% yield; for example, 0.34 means a 34% yield). The reactants are [F:1][CH:2]([F:22])[C:3]1[CH:4]=[C:5]([C:10]2[CH:15]=[C:14]([O:16][CH3:17])[C:13](B(O)O)=[CH:12][C:11]=2[F:21])[CH:6]=[C:7]([F:9])[CH:8]=1.Cl[C:24]1[C:33]2[C:28](=[CH:29][C:30]([S:34]([O:37]C3C(F)=C(F)C(F)=C(F)C=3F)(=[O:36])=[O:35])=[CH:31][CH:32]=2)[CH:27]=[CH:26][N:25]=1.C(=O)([O-])[O-].[K+].[K+]. The catalyst is C1C=CC([P]([Pd]([P](C2C=CC=CC=2)(C2C=CC=CC=2)C2C=CC=CC=2)([P](C2C=CC=CC=2)(C2C=CC=CC=2)C2C=CC=CC=2)[P](C2C=CC=CC=2)(C2C=CC=CC=2)C2C=CC=CC=2)(C2C=CC=CC=2)C2C=CC=CC=2)=CC=1. The product is [F:1][CH:2]([F:22])[C:3]1[CH:4]=[C:5]([C:10]2[CH:15]=[C:14]([O:16][CH3:17])[C:13]([C:24]3[C:33]4[C:28](=[CH:29][C:30]([S:34]([OH:37])(=[O:35])=[O:36])=[CH:31][CH:32]=4)[CH:27]=[CH:26][N:25]=3)=[CH:12][C:11]=2[F:21])[CH:6]=[C:7]([F:9])[CH:8]=1. The yield is 0.332.